The task is: Predict the reactants needed to synthesize the given product.. This data is from Full USPTO retrosynthesis dataset with 1.9M reactions from patents (1976-2016). (1) The reactants are: [CH2:1]([C:3]([C:22]1[CH:27]=[CH:26][C:25](OS(C(F)(F)F)(=O)=O)=[C:24]([CH3:36])[CH:23]=1)([C:6]1[CH:11]=[CH:10][C:9](/[CH:12]=[CH:13]/[C:14]2([OH:20])[CH2:19][CH2:18][CH2:17][CH2:16][CH2:15]2)=[C:8]([CH3:21])[CH:7]=1)[CH2:4][CH3:5])[CH3:2].C([O-])(=O)C.[K+].[B:42]1([B:42]2[O:46][C:45]([CH3:48])([CH3:47])[C:44]([CH3:50])([CH3:49])[O:43]2)[O:46][C:45]([CH3:48])([CH3:47])[C:44]([CH3:50])([CH3:49])[O:43]1.O. Given the product [CH2:4]([C:3]([C:6]1[CH:11]=[CH:10][C:9](/[CH:12]=[CH:13]/[C:14]2([OH:20])[CH2:19][CH2:18][CH2:17][CH2:16][CH2:15]2)=[C:8]([CH3:21])[CH:7]=1)([C:22]1[CH:27]=[CH:26][C:25]([B:42]2[O:46][C:45]([CH3:48])([CH3:47])[C:44]([CH3:50])([CH3:49])[O:43]2)=[C:24]([CH3:36])[CH:23]=1)[CH2:1][CH3:2])[CH3:5], predict the reactants needed to synthesize it. (2) Given the product [ClH:1].[O:21]=[S:6]1(=[O:22])[N:5]([CH2:4][CH2:3][CH2:2][NH:24][CH3:23])[CH2:10][C:9]2[CH:11]=[CH:12][CH:13]=[CH:14][C:8]=2[N:7]1[C:15]1[CH:20]=[CH:19][CH:18]=[CH:17][CH:16]=1, predict the reactants needed to synthesize it. The reactants are: [Cl:1][CH2:2][CH2:3][CH2:4][N:5]1[CH2:10][C:9]2[CH:11]=[CH:12][CH:13]=[CH:14][C:8]=2[N:7]([C:15]2[CH:20]=[CH:19][CH:18]=[CH:17][CH:16]=2)[S:6]1(=[O:22])=[O:21].[CH3:23][NH2:24]. (3) Given the product [CH3:53][N:54]1[CH2:59][CH2:58][N:57]([CH2:2][CH2:3][N:4]2[CH2:27][CH2:26][C:7]3[N:8]([CH2:15][C:16]4[CH:25]=[CH:24][C:19]([C:20]([O:22][CH3:23])=[O:21])=[CH:18][CH:17]=4)[C:9]4[CH:10]=[CH:11][CH:12]=[CH:13][C:14]=4[C:6]=3[C:5]2=[O:28])[CH2:56][CH2:55]1, predict the reactants needed to synthesize it. The reactants are: O[CH2:2][CH2:3][N:4]1[CH2:27][CH2:26][C:7]2[N:8]([CH2:15][C:16]3[CH:25]=[CH:24][C:19]([C:20]([O:22][CH3:23])=[O:21])=[CH:18][CH:17]=3)[C:9]3[CH:10]=[CH:11][CH:12]=[CH:13][C:14]=3[C:6]=2[C:5]1=[O:28].C(Br)(Br)(Br)Br.C1(P(C2C=CC=CC=2)C2C=CC=CC=2)C=CC=CC=1.[CH3:53][N:54]1[CH2:59][CH2:58][NH:57][CH2:56][CH2:55]1. (4) Given the product [O:27]1[CH2:28][CH2:29][N:24]([C:2]2[S:10][C:9]3[C:8]([N:11]4[CH2:16][CH2:15][N:14]([C:17]([O:19][C:20]([CH3:23])([CH3:22])[CH3:21])=[O:18])[CH2:13][CH2:12]4)=[N:7][CH:6]=[N:5][C:4]=3[CH:3]=2)[CH2:25][CH2:26]1, predict the reactants needed to synthesize it. The reactants are: Br[C:2]1[S:10][C:9]2[C:8]([N:11]3[CH2:16][CH2:15][N:14]([C:17]([O:19][C:20]([CH3:23])([CH3:22])[CH3:21])=[O:18])[CH2:13][CH2:12]3)=[N:7][CH:6]=[N:5][C:4]=2[CH:3]=1.[NH:24]1[CH2:29][CH2:28][O:27][CH2:26][CH2:25]1. (5) Given the product [NH2:2][CH2:1][C:3]1[CH:8]=[CH:7][C:6]([C:9]2[N:10]([CH3:26])[C:11]([C:20]3[CH:21]=[CH:22][N:23]=[CH:24][CH:25]=3)=[C:12]([C:14]3[CH:19]=[CH:18][CH:17]=[CH:16][CH:15]=3)[N:13]=2)=[CH:5][CH:4]=1, predict the reactants needed to synthesize it. The reactants are: [C:1]([C:3]1[CH:8]=[CH:7][C:6]([C:9]2[N:10]([CH3:26])[C:11]([C:20]3[CH:25]=[CH:24][N:23]=[CH:22][CH:21]=3)=[C:12]([C:14]3[CH:19]=[CH:18][CH:17]=[CH:16][CH:15]=3)[N:13]=2)=[CH:5][CH:4]=1)#[N:2].[H-].[H-].[H-].[H-].[Li+].[Al+3].[OH-].[Na+].